This data is from Forward reaction prediction with 1.9M reactions from USPTO patents (1976-2016). The task is: Predict the product of the given reaction. (1) Given the reactants [C:1]([O:5][C:6]([NH:8][C@H:9]1[CH2:14][CH2:13][C@H:12]([C:15]([OH:17])=O)[CH2:11][CH2:10]1)=[O:7])([CH3:4])([CH3:3])[CH3:2].[CH3:18][O:19][CH2:20][CH2:21][NH2:22], predict the reaction product. The product is: [C:1]([O:5][C:6](=[O:7])[NH:8][C@H:9]1[CH2:10][CH2:11][C@H:12]([C:15](=[O:17])[NH:22][CH2:21][CH2:20][O:19][CH3:18])[CH2:13][CH2:14]1)([CH3:2])([CH3:3])[CH3:4]. (2) Given the reactants C[O:2][C:3]1[C:4]([N+:11]([O-:13])=[O:12])=[C:5]([CH:8]=[CH:9][CH:10]=1)[CH:6]=[O:7].B(Br)(Br)Br.C(Cl)Cl, predict the reaction product. The product is: [OH:2][C:3]1[C:4]([N+:11]([O-:13])=[O:12])=[C:5]([CH:8]=[CH:9][CH:10]=1)[CH:6]=[O:7]. (3) Given the reactants [Br:1][C:2]1[CH:3]=[N:4][C:5]([S:8][C:9]2[CH:14]=[CH:13][C:12]([NH:15][C:16]([NH:18][C:19](=[O:29])[C:20]3[CH:25]=[CH:24][CH:23]=[CH:22][C:21]=3[N+:26]([O-])=O)=[O:17])=[CH:11][CH:10]=2)=[N:6][CH:7]=1, predict the reaction product. The product is: [NH2:26][C:21]1[CH:22]=[CH:23][CH:24]=[CH:25][C:20]=1[C:19]([NH:18][C:16]([NH:15][C:12]1[CH:11]=[CH:10][C:9]([S:8][C:5]2[N:6]=[CH:7][C:2]([Br:1])=[CH:3][N:4]=2)=[CH:14][CH:13]=1)=[O:17])=[O:29]. (4) Given the reactants [CH3:1][O:2][C:3]1[CH:8]=[CH:7][CH:6]=[CH:5][C:4]=1[CH:9]([NH:11][C@H:12]1[CH2:16][CH2:15][N:14]([C:17]2[CH:22]=[CH:21][C:20]([S:23]([N:26]([CH3:28])[CH3:27])(=[O:25])=[O:24])=[CH:19][CH:18]=2)[CH2:13]1)[CH3:10].[ClH:29], predict the reaction product. The product is: [ClH:29].[ClH:29].[CH3:1][O:2][C:3]1[CH:8]=[CH:7][CH:6]=[CH:5][C:4]=1[CH:9]([NH:11][C@H:12]1[CH2:16][CH2:15][N:14]([C:17]2[CH:18]=[CH:19][C:20]([S:23]([N:26]([CH3:28])[CH3:27])(=[O:25])=[O:24])=[CH:21][CH:22]=2)[CH2:13]1)[CH3:10]. (5) The product is: [F:39][CH:40]([F:49])[O:41][C:42]1[C:7]([O:8][C:9]2[C:23]([O:24][C:25]3[CH:26]=[CH:27][C:28]([S:31]([CH3:34])(=[O:32])=[O:33])=[CH:29][CH:30]=3)=[CH:22][C:12]3[NH:13][C:14]([C:16]4[CH:21]=[CH:20][CH:19]=[CH:18][N:17]=4)=[N:15][C:11]=3[CH:10]=2)=[CH:35][CH:36]=[CH:37][N:43]=1. Given the reactants C(OC(C1C=[CH:37][CH:36]=[CH:35][C:7]=1[O:8][C:9]1[C:23]([O:24][C:25]2[CH:30]=[CH:29][C:28]([S:31]([CH3:34])(=[O:33])=[O:32])=[CH:27][CH:26]=2)=[CH:22][C:12]2[NH:13][C:14]([C:16]3[CH:21]=[CH:20][CH:19]=[CH:18][N:17]=3)=[N:15][C:11]=2[CH:10]=1)=O)C.[F:39][CH:40]([F:49])[O:41][C:42]1C(O)=CC=C[N:43]=1, predict the reaction product. (6) Given the reactants [N:1]([CH2:4][CH:5]([F:24])[CH2:6][CH2:7][N:8]1[CH:13]=[CH:12][C:11]([NH:14][C:15](=[O:21])[O:16][C:17]([CH3:20])([CH3:19])[CH3:18])=[C:10]([F:22])[C:9]1=[O:23])=[N+:2]=[N-:3].C(O)[C@H:26](O)[C@H:27]1[O:32][C:30](=[O:31])[C:29](O)=[C:28]1O.O.C(OCC)(=O)C#C, predict the reaction product. The product is: [C:17]([O:16][C:15]([NH:14][C:11]1[CH:12]=[CH:13][N:8]([CH2:7][CH2:6][CH:5]([F:24])[CH2:4][N:1]2[CH:28]=[C:29]([C:30]([O:32][CH2:27][CH3:26])=[O:31])[N:3]=[N:2]2)[C:9](=[O:23])[C:10]=1[F:22])=[O:21])([CH3:18])([CH3:19])[CH3:20].